Task: Predict the reactants needed to synthesize the given product.. Dataset: Full USPTO retrosynthesis dataset with 1.9M reactions from patents (1976-2016) (1) Given the product [CH:1]1([N:6]2[CH2:7][CH2:8][N:9]([C:12]([C:14]3[CH:15]=[C:16]4[C:20](=[CH:21][CH:22]=3)[N:19]([CH2:40][C:41]([F:44])([F:43])[F:42])[C:18]([C:23]([N:25]3[CH2:26][CH2:27][C:28]([F:31])([F:32])[CH2:29][CH2:30]3)=[O:24])=[CH:17]4)=[O:13])[CH2:10][CH2:11]2)[CH2:5][CH2:4][CH2:3][CH2:2]1, predict the reactants needed to synthesize it. The reactants are: [CH:1]1([N:6]2[CH2:11][CH2:10][N:9]([C:12]([C:14]3[CH:15]=[C:16]4[C:20](=[CH:21][CH:22]=3)[NH:19][C:18]([C:23]([N:25]3[CH2:30][CH2:29][C:28]([F:32])([F:31])[CH2:27][CH2:26]3)=[O:24])=[CH:17]4)=[O:13])[CH2:8][CH2:7]2)[CH2:5][CH2:4][CH2:3][CH2:2]1.[H-].[Na+].CS(O[CH2:40][C:41]([F:44])([F:43])[F:42])(=O)=O. (2) Given the product [C:22]([C:24]1[CH:25]=[C:26]([CH:30]=[CH:31][CH:32]=1)[C:27]([NH:21][C@H:20]1[CH2:19][O:18][C@@H:17]2[C@@H:13]([N:11]3[CH:12]=[C:8]([CH2:7][CH:1]4[CH2:2][CH2:3][CH2:4][CH2:5][CH2:6]4)[N:9]=[N:10]3)[CH2:14][O:15][C@H:16]12)=[O:28])#[N:23], predict the reactants needed to synthesize it. The reactants are: [CH:1]1([CH2:7][C:8]2[N:9]=[N:10][N:11]([C@@H:13]3[C@H:17]4[O:18][CH2:19][C@H:20]([NH2:21])[C@H:16]4[O:15][CH2:14]3)[CH:12]=2)[CH2:6][CH2:5][CH2:4][CH2:3][CH2:2]1.[C:22]([C:24]1[CH:25]=[C:26]([CH:30]=[CH:31][CH:32]=1)[C:27](O)=[O:28])#[N:23].